From a dataset of Full USPTO retrosynthesis dataset with 1.9M reactions from patents (1976-2016). Predict the reactants needed to synthesize the given product. (1) Given the product [CH:11]1([Si:14]([CH:6]2[CH2:7][CH2:8][CH2:9][CH2:10]2)([Cl:16])[Cl:15])[CH2:13][CH2:18][CH:17]=[CH:12]1, predict the reactants needed to synthesize it. The reactants are: [CH2:8]1[CH:7]2[CH:6]3[CH:10]=[CH:9][CH:8]([CH:6]2[CH:10]=[CH:9]1)[CH2:7]3.[CH:11]([SiH:14]([Cl:16])[Cl:15])([CH3:13])[CH3:12].[CH3:17][CH2:18]CCCCCCCCCC. (2) Given the product [F:37][C:18]([F:17])([F:36])[C:19]1[CH:20]=[C:21]([C:29]2[O:33][N:32]=[C:31]([CH2:34][N:6]3[C:7]4[C:3](=[C:2]([Cl:1])[C:10]([C:11]#[N:12])=[CH:9][CH:8]=4)[CH:4]=[C:5]3[C:13]([F:14])([F:15])[F:16])[N:30]=2)[CH:22]=[C:23]([C:25]([F:27])([F:26])[F:28])[CH:24]=1, predict the reactants needed to synthesize it. The reactants are: [Cl:1][C:2]1[C:10]([C:11]#[N:12])=[CH:9][CH:8]=[C:7]2[C:3]=1[CH:4]=[C:5]([C:13]([F:16])([F:15])[F:14])[NH:6]2.[F:17][C:18]([F:37])([F:36])[C:19]1[CH:20]=[C:21]([C:29]2[O:33][N:32]=[C:31]([CH2:34]Cl)[N:30]=2)[CH:22]=[C:23]([C:25]([F:28])([F:27])[F:26])[CH:24]=1. (3) Given the product [Cl:30][C:31]1[CH:36]=[CH:35][C:34]([C:37]#[N:38])=[CH:33][C:32]=1[C:2]1[CH:3]=[C:4]2[C:9](=[C:10]([OH:12])[CH:11]=1)[N:8]=[CH:7][NH:6][C:5]2=[O:29], predict the reactants needed to synthesize it. The reactants are: Br[C:2]1[CH:3]=[C:4]2[C:9](=[C:10]([O:12]COCC[Si](C)(C)C)[CH:11]=1)[N:8]=[CH:7][N:6](COCC[Si](C)(C)C)[C:5]2=[O:29].[Cl:30][C:31]1[CH:36]=[CH:35][C:34]([C:37]#[N:38])=[CH:33][C:32]=1B(O)O.C1C2C(=CC=CC=2)CCC=1B(O)O.C(=O)([O-])[O-].[K+].[K+]. (4) Given the product [Br:1][C:2]1[CH:3]=[C:4]([O:12][C:13]2[CH:14]=[CH:15][CH:16]=[CH:17][CH:18]=2)[C:5]([NH:8][C:9]2[S:11][CH:20]=[C:21]([CH2:22][CH:23]3[CH2:27][CH2:26][N:25]([CH3:28])[C:24]3=[O:29])[N:10]=2)=[N:6][CH:7]=1, predict the reactants needed to synthesize it. The reactants are: [Br:1][C:2]1[CH:3]=[C:4]([O:12][C:13]2[CH:18]=[CH:17][CH:16]=[CH:15][CH:14]=2)[C:5]([NH:8][C:9](=[S:11])[NH2:10])=[N:6][CH:7]=1.Br[CH2:20][C:21](=O)[CH2:22][CH:23]1[CH2:27][CH2:26][N:25]([CH3:28])[C:24]1=[O:29]. (5) Given the product [CH3:1][O:2][C:3]([C:5]1[C:13]2[CH2:12][CH2:11][N:10]([C:14]3[CH:15]=[CH:16][C:17]([I:20])=[CH:18][CH:19]=3)[C:9](=[O:21])[C:8]=2[N:7]([C:28]2[CH:33]=[CH:32][C:31]([Cl:34])=[CH:30][CH:29]=2)[N:6]=1)=[O:4], predict the reactants needed to synthesize it. The reactants are: [CH3:1][O:2][C:3]([C:5]1[CH:13]2[C:8](N3CCOCC3)([C:9](=[O:21])[N:10]([C:14]3[CH:19]=[CH:18][C:17]([I:20])=[CH:16][CH:15]=3)[CH2:11][CH2:12]2)[N:7]([C:28]2[CH:33]=[CH:32][C:31]([Cl:34])=[CH:30][CH:29]=2)[N:6]=1)=[O:4].FC(F)(F)C(O)=O. (6) Given the product [N:10]1[CH:15]=[CH:14][CH:13]=[CH:12][C:11]=1[N:16]1[CH2:17][CH2:18][N:19]([CH2:22][C:2]2[NH:1][C:5]3=[N:6][CH:7]=[CH:8][CH:9]=[C:4]3[CH:3]=2)[CH2:20][CH2:21]1, predict the reactants needed to synthesize it. The reactants are: [NH:1]1[C:5]2=[N:6][CH:7]=[CH:8][CH:9]=[C:4]2[CH:3]=[CH:2]1.[N:10]1[CH:15]=[CH:14][CH:13]=[CH:12][C:11]=1[N:16]1[CH2:21][CH2:20][NH:19][CH2:18][CH2:17]1.[C:22]([O-])(=O)C.[Na+].C=O. (7) The reactants are: [H-].[Na+].[OH:3][C@H:4]1[CH2:7][C@H:6]([C:8]([NH:10][C:11]2[CH:16]=[CH:15][CH:14]=[CH:13][N:12]=2)=[O:9])[CH2:5]1.F[C:18]1[C:23]([CH:24]2[CH2:29][CH2:28][O:27][CH2:26][CH2:25]2)=[CH:22][CH:21]=[CH:20][N:19]=1. Given the product [N:12]1[CH:13]=[CH:14][CH:15]=[CH:16][C:11]=1[NH:10][C:8]([C@H:6]1[CH2:7][C@H:4]([O:3][C:18]2[C:23]([CH:24]3[CH2:29][CH2:28][O:27][CH2:26][CH2:25]3)=[CH:22][CH:21]=[CH:20][N:19]=2)[CH2:5]1)=[O:9], predict the reactants needed to synthesize it. (8) Given the product [C:7]([NH:10][CH2:11][C@@H:12]1[O:16][C:15](=[O:17])[N:14]([C:18]2[CH:23]=[CH:22][C:21]([C:24](=[NH:25])[NH:4][OH:3])=[C:20]([F:26])[CH:19]=2)[CH2:13]1)(=[O:9])[CH3:8], predict the reactants needed to synthesize it. The reactants are: C[Si](C)(C)[O:3][NH2:4].[C:7]([NH:10][CH2:11][C@@H:12]1[O:16][C:15](=[O:17])[N:14]([C:18]2[CH:23]=[CH:22][C:21]([C:24]#[N:25])=[C:20]([F:26])[CH:19]=2)[CH2:13]1)(=[O:9])[CH3:8]. (9) Given the product [CH3:35][O:36][C:37]([C:2]1[CH:10]=[C:9]2[C:5]([CH2:6][N:7]3[C:13]([C:14]4[C:15]([C:20]5[CH:21]=[CH:22][CH:23]=[CH:24][CH:25]=5)=[N:16][O:17][C:18]=4[CH3:19])=[N:12][N:11]=[C:8]32)=[CH:4][CH:3]=1)=[O:40], predict the reactants needed to synthesize it. The reactants are: I[C:2]1[CH:10]=[C:9]2[C:5]([CH2:6][N:7]3[C:13]([C:14]4[C:15]([C:20]5[CH:25]=[CH:24][CH:23]=[CH:22][CH:21]=5)=[N:16][O:17][C:18]=4[CH3:19])=[N:12][N:11]=[C:8]32)=[CH:4][CH:3]=1.C(N(CC)CC)C.O1C[CH2:37][O:36][CH2:35]C1.[C]=[O:40]. (10) Given the product [CH3:1][O:2][C:3](=[O:44])[CH2:4][CH2:5][C:6](=[O:43])[CH2:7][O:8][C:9]1[CH:14]=[CH:13][C:12]([C:15]([C:20]2[CH:25]=[CH:24][C:23]([CH2:26][CH2:27][CH:28]([O:33][Si:34]([C:37]([CH3:40])([CH3:39])[CH3:38])([CH3:35])[CH3:36])[C:29]([CH3:30])([CH3:31])[CH3:32])=[C:22]([CH3:41])[CH:21]=2)([CH2:16][CH3:17])[CH2:18][CH3:19])=[CH:11][C:10]=1[CH3:42], predict the reactants needed to synthesize it. The reactants are: [CH3:1][O:2][C:3](=[O:44])[CH2:4][CH2:5][C@H:6]([OH:43])[CH2:7][O:8][C:9]1[CH:14]=[CH:13][C:12]([C:15]([C:20]2[CH:25]=[CH:24][C:23]([CH2:26][CH2:27][CH:28]([O:33][Si:34]([C:37]([CH3:40])([CH3:39])[CH3:38])([CH3:36])[CH3:35])[C:29]([CH3:32])([CH3:31])[CH3:30])=[C:22]([CH3:41])[CH:21]=2)([CH2:18][CH3:19])[CH2:16][CH3:17])=[CH:11][C:10]=1[CH3:42].CC(OI1(OC(C)=O)(OC(C)=O)OC(=O)C2C=CC=CC1=2)=O.C(OCC)(=O)C.